From a dataset of Reaction yield outcomes from USPTO patents with 853,638 reactions. Predict the reaction yield, written as a fraction of the theoretical maximum amount of product (1.0 means a 100% yield; for example, 0.34 means a 34% yield). (1) The yield is 0.870. The reactants are [CH2:1]([C@@:4]1([C:20]2[CH:25]=[CH:24][C:23]([F:26])=[CH:22][CH:21]=2)[O:9][C:8](=[O:10])[N:7]([C@H:11]([C:13]2[CH:18]=[CH:17][C:16](Br)=[CH:15][CH:14]=2)[CH3:12])[CH2:6][CH2:5]1)[CH:2]=[CH2:3].[B:27]1([B:27]2[O:31][C:30]([CH3:33])([CH3:32])[C:29]([CH3:35])([CH3:34])[O:28]2)[O:31][C:30]([CH3:33])([CH3:32])[C:29]([CH3:35])([CH3:34])[O:28]1.CC([O-])=O.[K+].C(Cl)Cl. The product is [CH2:1]([C@@:4]1([C:20]2[CH:25]=[CH:24][C:23]([F:26])=[CH:22][CH:21]=2)[O:9][C:8](=[O:10])[N:7]([C@H:11]([C:13]2[CH:18]=[CH:17][C:16]([B:27]3[O:31][C:30]([CH3:33])([CH3:32])[C:29]([CH3:35])([CH3:34])[O:28]3)=[CH:15][CH:14]=2)[CH3:12])[CH2:6][CH2:5]1)[CH:2]=[CH2:3]. The catalyst is CS(C)=O.C1C=CC(P(C2C=CC=CC=2)[C-]2C=CC=C2)=CC=1.C1C=CC(P(C2C=CC=CC=2)[C-]2C=CC=C2)=CC=1.Cl[Pd]Cl.[Fe+2]. (2) The reactants are Br[C:2]1[CH:12]=[CH:11][C:5]2[CH:6]=[C:7]([CH:9]=[O:10])[S:8][C:4]=2[CH:3]=1.[F:13][C:14]([F:22])([F:21])[CH2:15][CH2:16][B-](F)(F)F.[K+]. No catalyst specified. The product is [F:13][C:14]([F:22])([F:21])[CH2:15][CH2:16][C:2]1[CH:12]=[CH:11][C:5]2[CH:6]=[C:7]([CH:9]=[O:10])[S:8][C:4]=2[CH:3]=1. The yield is 0.800. (3) The reactants are Cl[C:2]1[C:7]([CH:8]=[O:9])=[C:6]([N:10]2[CH2:23][CH2:22][N:13]3[C:14]4[CH2:15][CH2:16][CH2:17][CH2:18][C:19]=4[C:20]([F:21])=[C:12]3[C:11]2=[O:24])[N:5]=[CH:4][CH:3]=1.[CH3:25][N:26]1[CH:31]=[C:30](B2OC(C)(C)C(C)(C)O2)[CH:29]=[C:28]([NH:41][C:42]2[CH:47]=[CH:46][C:45]([N:48]3[CH2:53][CH2:52][N:51]([CH:54]4[CH2:57][O:56][CH2:55]4)[CH2:50][CH2:49]3)=[CH:44][N:43]=2)[C:27]1=[O:58].CC(O[Na])=O.[O-]P([O-])([O-])=O.[K+].[K+].[K+]. The catalyst is CC#N.O.C1C=CC(P(C2C=CC=CC=2)[C-]2C=CC=C2)=CC=1.C1C=CC(P(C2C=CC=CC=2)[C-]2C=CC=C2)=CC=1.Cl[Pd]Cl.[Fe+2]. The product is [F:21][C:20]1[C:19]2[CH2:18][CH2:17][CH2:16][CH2:15][C:14]=2[N:13]2[CH2:22][CH2:23][N:10]([C:6]3[N:5]=[CH:4][CH:3]=[C:2]([C:30]4[CH:29]=[C:28]([NH:41][C:42]5[CH:47]=[CH:46][C:45]([N:48]6[CH2:53][CH2:52][N:51]([CH:54]7[CH2:55][O:56][CH2:57]7)[CH2:50][CH2:49]6)=[CH:44][N:43]=5)[C:27](=[O:58])[N:26]([CH3:25])[CH:31]=4)[C:7]=3[CH:8]=[O:9])[C:11](=[O:24])[C:12]=12. The yield is 0.550. (4) The reactants are [Cl:1][C:2]1[CH:3]=[C:4]([OH:9])[C:5]([I:8])=[N:6][CH:7]=1.C(=O)([O-])[O-].[Cs+].[Cs+].Br[CH2:17][C:18]([O:20][CH2:21][CH3:22])=[O:19]. The catalyst is CN(C)C=O.[Cl-].[Na+].O. The product is [Cl:1][C:2]1[CH:3]=[C:4]([O:9][CH2:17][C:18]([O:20][CH2:21][CH3:22])=[O:19])[C:5]([I:8])=[N:6][CH:7]=1. The yield is 0.863. (5) The reactants are [CH2:1]([O:3][C:4](=[O:22])[CH2:5][O:6][C:7]1[CH:12]=[CH:11][C:10]([Br:13])=[CH:9][C:8]=1[CH:14]([OH:21])[C:15]#[C:16][Si:17]([CH3:20])([CH3:19])[CH3:18])[CH3:2]. The catalyst is C(Cl)Cl.O=[Mn]=O. The product is [CH2:1]([O:3][C:4](=[O:22])[CH2:5][O:6][C:7]1[CH:12]=[CH:11][C:10]([Br:13])=[CH:9][C:8]=1[C:14](=[O:21])[C:15]#[C:16][Si:17]([CH3:20])([CH3:19])[CH3:18])[CH3:2]. The yield is 0.870.